Task: Regression. Given a peptide amino acid sequence and an MHC pseudo amino acid sequence, predict their binding affinity value. This is MHC class I binding data.. Dataset: Peptide-MHC class I binding affinity with 185,985 pairs from IEDB/IMGT (1) The peptide sequence is PEFYEAMYT. The MHC is HLA-B44:03 with pseudo-sequence HLA-B44:03. The binding affinity (normalized) is 0.214. (2) The peptide sequence is FRYNGLIHR. The MHC is HLA-B44:02 with pseudo-sequence HLA-B44:02. The binding affinity (normalized) is 0. (3) The peptide sequence is SMADRAENL. The MHC is HLA-E01:03 with pseudo-sequence HLA-E01:03. The binding affinity (normalized) is 0. (4) The peptide sequence is NITALLEEAQI. The MHC is Mamu-A02 with pseudo-sequence Mamu-A02. The binding affinity (normalized) is 0.174. (5) The peptide sequence is GAVKYLEGH. The MHC is HLA-A02:01 with pseudo-sequence HLA-A02:01. The binding affinity (normalized) is 0. (6) The peptide sequence is RRGKANKPR. The MHC is HLA-B57:01 with pseudo-sequence HLA-B57:01. The binding affinity (normalized) is 0.0847.